Dataset: Forward reaction prediction with 1.9M reactions from USPTO patents (1976-2016). Task: Predict the product of the given reaction. (1) Given the reactants [F:1][C:2]([F:12])([F:11])[O:3][C:4]1[CH:10]=[CH:9][C:7]([NH2:8])=[CH:6][CH:5]=1.[C:13]([S-:15])#[N:14].[K+].BrBr.[NH4+].[OH-], predict the reaction product. The product is: [F:1][C:2]([F:11])([F:12])[O:3][C:4]1[CH:10]=[CH:9][C:7]2[N:8]=[C:13]([NH2:14])[S:15][C:6]=2[CH:5]=1. (2) Given the reactants C(OC([N:8]1[CH2:13][CH2:12][CH:11]([NH:14][C:15]2[C:20]([O:21][CH3:22])=[CH:19][N:18]=[C:17]([Cl:23])[N:16]=2)[CH2:10][CH2:9]1)=O)(C)(C)C, predict the reaction product. The product is: [ClH:23].[ClH:23].[Cl:23][C:17]1[N:16]=[C:15]([NH:14][CH:11]2[CH2:10][CH2:9][NH:8][CH2:13][CH2:12]2)[C:20]([O:21][CH3:22])=[CH:19][N:18]=1. (3) Given the reactants [C:1]([C:3]1[CH:8]=[CH:7][C:6]([NH:9][CH2:10][C:11]2[N:15]([CH3:16])[C:14]3[CH:17]=[CH:18][C:19]([C@@:21]([NH:30][CH2:31][C:32]([O:34][CH2:35][CH3:36])=[O:33])([C:23]([N:25]4[CH2:29][CH2:28][CH2:27][CH2:26]4)=[O:24])[CH3:22])=[CH:20][C:13]=3[N:12]=2)=[CH:5][CH:4]=1)#[N:2].C(=O)([O-])[O-].[NH4+:41].[NH4+].[ClH:43], predict the reaction product. The product is: [ClH:43].[C:1]([C:3]1[CH:8]=[CH:7][C:6]([NH:9][CH2:10][C:11]2[N:15]([CH3:16])[C:14]3[CH:17]=[CH:18][C:19]([C@@:21]([NH:30][CH2:31][C:32]([O:34][CH2:35][CH3:36])=[O:33])([C:23]([N:25]4[CH2:26][CH2:27][CH2:28][CH2:29]4)=[O:24])[CH3:22])=[CH:20][C:13]=3[N:12]=2)=[CH:5][CH:4]=1)(=[NH:41])[NH2:2]. (4) Given the reactants [Br:1]N1C(=O)CCC1=O.[CH:9]1[C:14]2[N:15]3[C:28]4[CH:27]=[CH:26][CH:25]=[CH:24][C:23]=4[O:22][C:21]4[C:16]3=[C:17]([O:29][C:13]=2[CH:12]=[CH:11][CH:10]=1)[CH:18]=[CH:19][CH:20]=4, predict the reaction product. The product is: [Br:1][C:19]1[CH:20]=[C:21]2[C:16]3=[C:17]([O:29][C:13]4[CH:12]=[CH:11][CH:10]=[CH:9][C:14]=4[N:15]3[C:28]3[CH:27]=[CH:26][CH:25]=[CH:24][C:23]=3[O:22]2)[CH:18]=1. (5) The product is: [F:26][C:23]1[CH:24]=[CH:25][C:20]([C:18]2[CH2:17][O:14][C:13](=[O:15])[C:12]=2[C:10]2[CH:9]=[CH:8][C:5]3[O:6][CH2:7][C:2](=[O:1])[NH:3][C:4]=3[CH:11]=2)=[CH:21][CH:22]=1. Given the reactants [O:1]=[C:2]1[CH2:7][O:6][C:5]2[CH:8]=[CH:9][C:10]([CH2:12][C:13]([OH:15])=[O:14])=[CH:11][C:4]=2[NH:3]1.Cl[CH2:17][C:18]([C:20]1[CH:25]=[CH:24][C:23]([F:26])=[CH:22][CH:21]=1)=O, predict the reaction product. (6) Given the reactants [CH2:1]([O:3][C:4]1[CH:9]=[CH:8][CH:7]=[CH:6][C:5]=1[C:10]1[N:15]([CH2:16][C:17]2[CH:22]=[CH:21][C:20]([O:23][C:24]([F:27])([F:26])[F:25])=[CH:19][CH:18]=2)[C:14](=[O:28])[CH2:13][CH2:12][CH:11]=1)[CH3:2], predict the reaction product. The product is: [CH2:1]([O:3][C:4]1[CH:9]=[CH:8][CH:7]=[CH:6][C:5]=1[CH:10]1[N:15]([CH2:16][C:17]2[CH:18]=[CH:19][C:20]([O:23][C:24]([F:25])([F:26])[F:27])=[CH:21][CH:22]=2)[C:14](=[O:28])[CH2:13][CH2:12][CH2:11]1)[CH3:2]. (7) Given the reactants [OH:1][CH2:2][CH2:3][CH:4]1[CH2:12][C:11]2[C:6](=[CH:7][CH:8]=[C:9]([O:13][CH3:14])[CH:10]=2)[C:5]1=[O:15].[CH:16]([C:18]([CH2:20][CH3:21])=[O:19])=[CH2:17].C[O-].[Na+], predict the reaction product. The product is: [OH:1][CH2:2][CH2:3][C:4]1([CH2:17][CH2:16][C:18](=[O:19])[CH2:20][CH3:21])[CH2:12][C:11]2[C:6](=[CH:7][CH:8]=[C:9]([O:13][CH3:14])[CH:10]=2)[C:5]1=[O:15]. (8) Given the reactants [CH:1]1([CH2:7][C@H:8]([N:12]2[CH2:16][C:15]3[CH2:17][C:18]4[C:19]([O:27][CH3:28])=[CH:20][CH:21]=[C:22]([O:25][CH3:26])[C:23]=4[O:24][C:14]=3[C:13]2=[O:29])[C:9](O)=[O:10])[CH2:6][CH2:5][CH2:4][CH2:3][CH2:2]1.CN1CCOCC1.F[P-](F)(F)(F)(F)F.[N:44]1(OC(N(C)C)=[N+](C)C)[C:48]2[N:49]=[CH:50][CH:51]=[CH:52][C:47]=2N=N1.NC1C=CC=CN=1, predict the reaction product. The product is: [CH:1]1([CH2:7][C@H:8]([N:12]2[CH2:16][C:15]3[CH2:17][C:18]4[C:19]([O:27][CH3:28])=[CH:20][CH:21]=[C:22]([O:25][CH3:26])[C:23]=4[O:24][C:14]=3[C:13]2=[O:29])[C:9]([NH:44][C:48]2[CH:47]=[CH:52][CH:51]=[CH:50][N:49]=2)=[O:10])[CH2:2][CH2:3][CH2:4][CH2:5][CH2:6]1.